Dataset: Catalyst prediction with 721,799 reactions and 888 catalyst types from USPTO. Task: Predict which catalyst facilitates the given reaction. (1) Reactant: [OH:1][C:2]1[CH:7]=[CH:6][C:5]([C:8](=[O:13])[CH2:9][CH2:10][CH2:11][CH3:12])=[CH:4][CH:3]=1.Br[CH2:15][C:16]([O:18][CH2:19][CH3:20])=[O:17].C([O-])([O-])=O.[K+].[K+]. Product: [CH2:19]([O:18][C:16](=[O:17])[CH2:15][O:1][C:2]1[CH:3]=[CH:4][C:5]([C:8](=[O:13])[CH2:9][CH2:10][CH2:11][CH3:12])=[CH:6][CH:7]=1)[CH3:20]. The catalyst class is: 21. (2) Reactant: [CH3:1][C:2]1[N:12]=[C:11]([C:13]2[CH:18]=[CH:17][CH:16]=[CH:15][CH:14]=2)[CH:10]=[CH:9][C:3]=1[C:4]([O:6]CC)=[O:5].[OH-].[Na+]. Product: [CH3:1][C:2]1[N:12]=[C:11]([C:13]2[CH:18]=[CH:17][CH:16]=[CH:15][CH:14]=2)[CH:10]=[CH:9][C:3]=1[C:4]([OH:6])=[O:5]. The catalyst class is: 8.